Dataset: Full USPTO retrosynthesis dataset with 1.9M reactions from patents (1976-2016). Task: Predict the reactants needed to synthesize the given product. (1) Given the product [C:18]1([C:7]2[CH:8]=[CH:9][C:10]([CH:13]=[O:16])=[CH:11][CH:12]=2)[CH2:22][CH2:21][CH2:20][CH:19]=1, predict the reactants needed to synthesize it. The reactants are: C([Li])CCC.Br[C:7]1[CH:12]=[CH:11][C:10]([CH:13]([O:16]C)OC)=[CH:9][CH:8]=1.[C:18]1(=O)[CH2:22][CH2:21][CH2:20][CH2:19]1.FC(F)(F)C(O)=O. (2) Given the product [C:1]([O:5][C:6]([N:8]1[CH2:13][CH2:12][O:11][CH:10]([C:14](=[O:16])[NH:17][C:18]2[CH:22]=[C:21]([C:23]([CH3:26])([CH3:25])[CH3:24])[O:20][N:19]=2)[CH2:9]1)=[O:7])([CH3:2])([CH3:3])[CH3:4], predict the reactants needed to synthesize it. The reactants are: [C:1]([O:5][C:6]([N:8]1[CH2:13][CH2:12][O:11][CH:10]([C:14]([OH:16])=O)[CH2:9]1)=[O:7])([CH3:4])([CH3:3])[CH3:2].[NH2:17][C:18]1[CH:22]=[C:21]([C:23]([CH3:26])([CH3:25])[CH3:24])[O:20][N:19]=1.C(N(CC)C(C)C)(C)C.P(Cl)(Cl)(Cl)=O.